From a dataset of Forward reaction prediction with 1.9M reactions from USPTO patents (1976-2016). Predict the product of the given reaction. Given the reactants [CH2:1]([O:8][C:9](=[O:19])[NH:10][C:11]1[C:12](=[O:18])[NH:13][CH:14]=[C:15]([I:17])[CH:16]=1)[C:2]1[CH:7]=[CH:6][CH:5]=[CH:4][CH:3]=1.[CH3:20]I, predict the reaction product. The product is: [CH2:1]([O:8][C:9](=[O:19])[NH:10][C:11]1[C:12]([O:18][CH3:20])=[N:13][CH:14]=[C:15]([I:17])[CH:16]=1)[C:2]1[CH:7]=[CH:6][CH:5]=[CH:4][CH:3]=1.